Dataset: TCR-epitope binding with 47,182 pairs between 192 epitopes and 23,139 TCRs. Task: Binary Classification. Given a T-cell receptor sequence (or CDR3 region) and an epitope sequence, predict whether binding occurs between them. The epitope is KLWAQCVQL. The TCR CDR3 sequence is CASRLPPDYGYTF. Result: 1 (the TCR binds to the epitope).